Dataset: NCI-60 drug combinations with 297,098 pairs across 59 cell lines. Task: Regression. Given two drug SMILES strings and cell line genomic features, predict the synergy score measuring deviation from expected non-interaction effect. (1) Drug 1: CS(=O)(=O)C1=CC(=C(C=C1)C(=O)NC2=CC(=C(C=C2)Cl)C3=CC=CC=N3)Cl. Drug 2: CS(=O)(=O)OCCCCOS(=O)(=O)C. Cell line: NCI-H522. Synergy scores: CSS=4.89, Synergy_ZIP=-3.14, Synergy_Bliss=0.793, Synergy_Loewe=0.167, Synergy_HSA=0.600. (2) Drug 1: CCCS(=O)(=O)NC1=C(C(=C(C=C1)F)C(=O)C2=CNC3=C2C=C(C=N3)C4=CC=C(C=C4)Cl)F. Drug 2: CN(C)C1=NC(=NC(=N1)N(C)C)N(C)C. Cell line: HT29. Synergy scores: CSS=36.0, Synergy_ZIP=5.99, Synergy_Bliss=8.10, Synergy_Loewe=-31.6, Synergy_HSA=3.99. (3) Synergy scores: CSS=43.7, Synergy_ZIP=5.26, Synergy_Bliss=2.02, Synergy_Loewe=-0.111, Synergy_HSA=3.68. Drug 1: CN1CCC(CC1)COC2=C(C=C3C(=C2)N=CN=C3NC4=C(C=C(C=C4)Br)F)OC. Cell line: HCC-2998. Drug 2: CCN(CC)CCCC(C)NC1=C2C=C(C=CC2=NC3=C1C=CC(=C3)Cl)OC. (4) Drug 1: C1=CC(=C2C(=C1NCCNCCO)C(=O)C3=C(C=CC(=C3C2=O)O)O)NCCNCCO. Drug 2: C1CCC(C(C1)N)N.C(=O)(C(=O)[O-])[O-].[Pt+4]. Cell line: KM12. Synergy scores: CSS=23.7, Synergy_ZIP=-10.3, Synergy_Bliss=-9.11, Synergy_Loewe=-2.46, Synergy_HSA=-1.28. (5) Drug 2: CC(C)(C#N)C1=CC(=CC(=C1)CN2C=NC=N2)C(C)(C)C#N. Synergy scores: CSS=37.7, Synergy_ZIP=0.0284, Synergy_Bliss=-0.246, Synergy_Loewe=0.309, Synergy_HSA=-0.717. Cell line: BT-549. Drug 1: CC1C(C(CC(O1)OC2CC(OC(C2O)C)OC3=CC4=CC5=C(C(=O)C(C(C5)C(C(=O)C(C(C)O)O)OC)OC6CC(C(C(O6)C)O)OC7CC(C(C(O7)C)O)OC8CC(C(C(O8)C)O)(C)O)C(=C4C(=C3C)O)O)O)O. (6) Drug 1: CN1CCC(CC1)COC2=C(C=C3C(=C2)N=CN=C3NC4=C(C=C(C=C4)Br)F)OC. Drug 2: CN(CCCl)CCCl.Cl. Cell line: MCF7. Synergy scores: CSS=22.6, Synergy_ZIP=-5.05, Synergy_Bliss=-2.30, Synergy_Loewe=-26.8, Synergy_HSA=-2.42. (7) Drug 1: CC12CCC3C(C1CCC2=O)CC(=C)C4=CC(=O)C=CC34C. Drug 2: CC1=CC=C(C=C1)C2=CC(=NN2C3=CC=C(C=C3)S(=O)(=O)N)C(F)(F)F. Synergy scores: CSS=25.4, Synergy_ZIP=-8.37, Synergy_Bliss=-1.40, Synergy_Loewe=-0.514, Synergy_HSA=-1.25. Cell line: SNB-75. (8) Drug 1: CCC1=CC2CC(C3=C(CN(C2)C1)C4=CC=CC=C4N3)(C5=C(C=C6C(=C5)C78CCN9C7C(C=CC9)(C(C(C8N6C)(C(=O)OC)O)OC(=O)C)CC)OC)C(=O)OC.C(C(C(=O)O)O)(C(=O)O)O. Drug 2: N.N.Cl[Pt+2]Cl. Cell line: DU-145. Synergy scores: CSS=54.8, Synergy_ZIP=0.264, Synergy_Bliss=2.50, Synergy_Loewe=-14.8, Synergy_HSA=3.15. (9) Drug 1: CNC(=O)C1=NC=CC(=C1)OC2=CC=C(C=C2)NC(=O)NC3=CC(=C(C=C3)Cl)C(F)(F)F. Drug 2: C(CN)CNCCSP(=O)(O)O. Cell line: UACC62. Synergy scores: CSS=5.83, Synergy_ZIP=-1.41, Synergy_Bliss=2.33, Synergy_Loewe=-0.592, Synergy_HSA=2.31. (10) Drug 1: C1=CN(C(=O)N=C1N)C2C(C(C(O2)CO)O)O.Cl. Drug 2: CC(C)CN1C=NC2=C1C3=CC=CC=C3N=C2N. Cell line: OVCAR-5. Synergy scores: CSS=30.9, Synergy_ZIP=-0.341, Synergy_Bliss=-0.956, Synergy_Loewe=-4.54, Synergy_HSA=-0.864.